From a dataset of Forward reaction prediction with 1.9M reactions from USPTO patents (1976-2016). Predict the product of the given reaction. (1) Given the reactants [Cl:1][C:2]1[CH:7]=[CH:6][C:5]([NH:8][C:9]([NH2:11])=[S:10])=[CH:4][C:3]=1[O:12][CH3:13].[CH3:14][OH:15], predict the reaction product. The product is: [CH3:14][O:15][C:3]([C:2]1[N:11]=[C:9]([NH:8][C:5]2[CH:6]=[CH:7][C:2]([Cl:1])=[C:3]([O:12][CH3:13])[CH:4]=2)[S:10][C:7]=1[CH3:6])=[O:12]. (2) Given the reactants [Cl:1][C:2]1[C:3]([C:21]([F:24])([F:23])[F:22])=[C:4]([CH:8]2[CH2:13][CH2:12][N:11]([C:14](OC(C)(C)C)=[O:15])[CH2:10][CH2:9]2)[CH:5]=[CH:6][CH:7]=1.Cl.[Br:26][C:27]1[CH:28]=[CH:29][C:30]2[N:31]([C:33](C(OCC)=O)=[N:34][N:35]=2)[CH:32]=1.O.[OH-].[Li+].F[P-](F)(F)(F)(F)F.N1(O[P+](N(C)C)(N(C)C)N(C)C)C2C=CC=CC=2N=N1.C(N(CC)C(C)C)(C)C, predict the reaction product. The product is: [Br:26][C:27]1[CH:28]=[CH:29][C:30]2[N:31]([C:33]([C:14]([N:11]3[CH2:10][CH2:9][CH:8]([C:4]4[CH:5]=[CH:6][CH:7]=[C:2]([Cl:1])[C:3]=4[C:21]([F:23])([F:24])[F:22])[CH2:13][CH2:12]3)=[O:15])=[N:34][N:35]=2)[CH:32]=1. (3) Given the reactants Cl.Cl[C:3]1[N:16]2[C:7](=[N:8][C:9]3[C:14]([C:15]2=[O:17])=[C:13]([F:18])[CH:12]=[CH:11][CH:10]=3)[C:6]2[CH:19]=[CH:20][N:21](S(C3C=CC(C)=CC=3)(=O)=O)[C:5]=2[N:4]=1.[CH3:32][N:33]([CH2:35][C:36]([N:38]1[C:46]2[C:41](=[CH:42][C:43]([N:48]([CH3:50])[CH3:49])=[C:44]([NH2:47])[CH:45]=2)[CH2:40][CH2:39]1)=[O:37])[CH3:34].[OH-].[NH4+:52], predict the reaction product. The product is: [CH3:49][N:48]([CH3:50])[C:43]1[CH:42]=[C:41]2[C:46](=[CH:45][C:44]=1[NH:47][C:3]1[NH:4][C:5]3=[N:21][CH:20]=[CH:19][C:6]3=[C:7]([NH:8][C:9]3[CH:10]=[CH:11][CH:12]=[C:13]([F:18])[C:14]=3[C:15]([NH2:52])=[O:17])[N:16]=1)[N:38]([C:36](=[O:37])[CH2:35][N:33]([CH3:32])[CH3:34])[CH2:39][CH2:40]2.